This data is from Full USPTO retrosynthesis dataset with 1.9M reactions from patents (1976-2016). The task is: Predict the reactants needed to synthesize the given product. (1) The reactants are: [CH3:1][O:2][C:3]1[CH:4]=[C:5]([CH:9]=[CH:10][C:11]=1[O:12][CH3:13])[C:6]([OH:8])=O.S(Cl)(Cl)=O.C(OC([N:25]1[CH2:29][CH2:28][CH:27]([NH:30][CH2:31][C:32]([CH3:42])=[CH:33][C:34]2[CH:39]=[CH:38][C:37]([F:40])=[CH:36][C:35]=2[F:41])[CH2:26]1)=O)(C)(C)C. Given the product [F:41][C:35]1[CH:36]=[C:37]([F:40])[CH:38]=[CH:39][C:34]=1[CH:33]=[C:32]([CH3:42])[CH2:31][N:30]([CH:27]1[CH2:28][CH2:29][NH:25][CH2:26]1)[C:6](=[O:8])[C:5]1[CH:9]=[CH:10][C:11]([O:12][CH3:13])=[C:3]([O:2][CH3:1])[CH:4]=1, predict the reactants needed to synthesize it. (2) Given the product [CH2:43]([NH:39][C:40]([NH:8][CH:9]1[CH2:12][CH:11]([CH2:13][O:14][CH2:15][C:16]2[CH:21]=[CH:20][CH:19]=[CH:18][CH:17]=2)[CH:10]1[F:22])=[O:42])[C:44]1[CH:45]=[CH:46][CH:47]=[CH:48][CH:49]=1, predict the reactants needed to synthesize it. The reactants are: C([NH:8][CH:9]1[CH2:12][CH:11]([CH2:13][O:14][CH2:15][C:16]2[CH:21]=[CH:20][CH:19]=[CH:18][CH:17]=2)[CH:10]1[F:22])C1C=CC=CC=1.CCN(CC)CC.[N+](C1C=CC([N:39]([CH2:43][C:44]2[CH:49]=[CH:48][CH:47]=[CH:46][CH:45]=2)[C:40](=[O:42])[O-])=CC=1)([O-])=O. (3) Given the product [Cl:1][C:2]1[N:3]=[CH:4][C:5]2[N:9]([CH:10]3[CH2:15][CH2:14][O:13][CH2:12][CH2:11]3)[C:23](=[O:24])[CH:18]3[CH2:19][O:20][CH2:21][CH2:22][N:17]3[C:6]=2[N:7]=1, predict the reactants needed to synthesize it. The reactants are: [Cl:1][C:2]1[N:7]=[C:6](Cl)[C:5]([NH:9][CH:10]2[CH2:15][CH2:14][O:13][CH2:12][CH2:11]2)=[CH:4][N:3]=1.Cl.[NH:17]1[CH2:22][CH2:21][O:20][CH2:19][CH:18]1[C:23](O)=[O:24].CCN(C(C)C)C(C)C. (4) The reactants are: [NH2:1][C:2]1[CH:7]=[CH:6][CH:5]=[CH:4][CH:3]=1.C[Al](C)C.CCCCCC.[Cl:18][C:19]1[CH:20]=[C:21]2[C:26](=[CH:27][CH:28]=1)[N:25]([C@H:29]1[CH2:33][CH2:32][O:31][C:30]1=[O:34])[CH2:24][CH2:23][CH2:22]2. Given the product [Cl:18][C:19]1[CH:20]=[C:21]2[C:26](=[CH:27][CH:28]=1)[N:25]([C@@H:29]([CH2:33][CH2:32][OH:31])[C:30]([NH:1][C:2]1[CH:7]=[CH:6][CH:5]=[CH:4][CH:3]=1)=[O:34])[CH2:24][CH2:23][CH2:22]2, predict the reactants needed to synthesize it. (5) Given the product [I:30][C:6]1[N:2]([CH3:1])[C:3]([C:17]2[CH:22]=[CH:21][CH:20]=[CH:19][N:18]=2)=[N:4][C:5]=1[C:7]1[CH:16]=[CH:15][C:10]([C:11]([O:13][CH3:14])=[O:12])=[CH:9][CH:8]=1, predict the reactants needed to synthesize it. The reactants are: [CH3:1][N:2]1[CH:6]=[C:5]([C:7]2[CH:16]=[CH:15][C:10]([C:11]([O:13][CH3:14])=[O:12])=[CH:9][CH:8]=2)[N:4]=[C:3]1[C:17]1[CH:22]=[CH:21][CH:20]=[CH:19][N:18]=1.C1C(=O)N([I:30])C(=O)C1.C(O)(C(F)(F)F)=O.